This data is from Forward reaction prediction with 1.9M reactions from USPTO patents (1976-2016). The task is: Predict the product of the given reaction. (1) Given the reactants [CH3:1][O:2][C:3]([C:5]1[N:9]2[CH:10]=[C:11]([CH3:15])[N:12]=[C:13](Br)[C:8]2=[N:7][C:6]=1[CH2:16][CH3:17])=[O:4].[Cl:18][C:19]1[CH:24]=[C:23]([Cl:25])[CH:22]=[CH:21][C:20]=1B(O)O, predict the reaction product. The product is: [CH3:1][O:2][C:3]([C:5]1[N:9]2[CH:10]=[C:11]([CH3:15])[N:12]=[C:13]([C:22]3[CH:21]=[CH:20][C:19]([Cl:18])=[CH:24][C:23]=3[Cl:25])[C:8]2=[N:7][C:6]=1[CH2:16][CH3:17])=[O:4]. (2) Given the reactants C(OC([N:8]([CH2:43][CH2:44][CH2:45][C:46]1[CH:51]=[CH:50][CH:49]=[CH:48][CH:47]=1)[CH2:9][CH2:10][CH2:11][O:12][C:13]1[C:14]([O:41][CH3:42])=[C:15]([C@@H:19]2[C:25]3[CH:26]=[C:27]([Cl:30])[CH:28]=[CH:29][C:24]=3[N:23]([CH2:31][C:32]([CH3:35])([CH3:34])[CH3:33])[C:22](=[O:36])[C@@H:21]([CH2:37][C:38](O)=[O:39])[O:20]2)[CH:16]=[CH:17][CH:18]=1)=O)(C)(C)C.[NH:52]1[CH2:57][CH2:56][CH2:55][CH2:54][CH2:53]1, predict the reaction product. The product is: [ClH:30].[Cl:30][C:27]1[CH:28]=[CH:29][C:24]2[N:23]([CH2:31][C:32]([CH3:33])([CH3:35])[CH3:34])[C:22](=[O:36])[C@@H:21]([CH2:37][C:38](=[O:39])[N:52]3[CH2:57][CH2:56][CH2:55][CH2:54][CH2:53]3)[O:20][C@H:19]([C:15]3[CH:16]=[CH:17][CH:18]=[C:13]([O:12][CH2:11][CH2:10][CH2:9][NH:8][CH2:43][CH2:44][CH2:45][C:46]4[CH:51]=[CH:50][CH:49]=[CH:48][CH:47]=4)[C:14]=3[O:41][CH3:42])[C:25]=2[CH:26]=1.